This data is from Catalyst prediction with 721,799 reactions and 888 catalyst types from USPTO. The task is: Predict which catalyst facilitates the given reaction. Reactant: [C:1]1([C:7](=O)[CH2:8][CH:9]([C:13]2[CH:18]=[CH:17][CH:16]=[CH:15][CH:14]=2)[C:10](=O)[CH3:11])[CH:6]=[CH:5][CH:4]=[CH:3][CH:2]=1.[NH2:20][C:21]1[CH:26]=[CH:25][C:24]([CH2:27][CH2:28][CH2:29][C:30]([OH:32])=[O:31])=[CH:23][CH:22]=1. Product: [CH3:11][C:10]1[N:20]([C:21]2[CH:22]=[CH:23][C:24]([CH2:27][CH2:28][CH2:29][C:30]([OH:32])=[O:31])=[CH:25][CH:26]=2)[C:7]([C:1]2[CH:6]=[CH:5][CH:4]=[CH:3][CH:2]=2)=[CH:8][C:9]=1[C:13]1[CH:18]=[CH:17][CH:16]=[CH:15][CH:14]=1. The catalyst class is: 15.